From a dataset of Forward reaction prediction with 1.9M reactions from USPTO patents (1976-2016). Predict the product of the given reaction. (1) Given the reactants [F:1][C:2]1[CH:7]=[C:6]([CH3:8])[CH:5]=[CH:4][C:3]=1[N:9]1[CH2:14][CH2:13][NH:12][CH2:11][CH2:10]1.[N:15]1([C:21]2[CH:29]=[CH:28][C:27]([N+:30]([O-:32])=[O:31])=[CH:26][C:22]=2[C:23](Cl)=[O:24])[CH2:20][CH2:19][O:18][CH2:17][CH2:16]1, predict the reaction product. The product is: [F:1][C:2]1[CH:7]=[C:6]([CH3:8])[CH:5]=[CH:4][C:3]=1[N:9]1[CH2:10][CH2:11][N:12]([C:23]([C:22]2[CH:26]=[C:27]([N+:30]([O-:32])=[O:31])[CH:28]=[CH:29][C:21]=2[N:15]2[CH2:20][CH2:19][O:18][CH2:17][CH2:16]2)=[O:24])[CH2:13][CH2:14]1. (2) Given the reactants [C:1](Cl)(=[O:3])[CH3:2].[CH:5]1(CN)[CH2:10][CH2:9][CH2:8][CH2:7][CH2:6]1.O.[N:14]1C=CC=[CH:16][CH:15]=1, predict the reaction product. The product is: [C:1]([N:14]([CH:5]1[CH2:6][CH2:7][CH2:8][CH2:9][CH2:10]1)[CH2:15][CH3:16])(=[O:3])[CH3:2]. (3) Given the reactants [F:1][C:2]([F:16])([CH3:15])[CH2:3][NH:4][C:5]1[N:13]=[CH:12][C:11]([F:14])=[CH:10][C:6]=1[C:7]([OH:9])=O.[CH3:17][C:18]([NH2:22])([C:20]#[CH:21])[CH3:19].C1C=CC2N(O)N=NC=2C=1.CCN=C=NCCCN(C)C.CCN(C(C)C)C(C)C, predict the reaction product. The product is: [F:16][C:2]([F:1])([CH3:15])[CH2:3][NH:4][C:5]1[N:13]=[CH:12][C:11]([F:14])=[CH:10][C:6]=1[C:7]([NH:22][C:18]([CH3:19])([C:20]#[CH:21])[CH3:17])=[O:9].